From a dataset of Forward reaction prediction with 1.9M reactions from USPTO patents (1976-2016). Predict the product of the given reaction. Given the reactants [F:1][C:2]([F:32])([F:31])[C:3]1[CH:8]=[CH:7][C:6]([C:9]2[C:14]([C:15]([NH:17][C:18]3[CH:27]=[C:26]4[C:21]([CH:22]=[C:23]([C:28](O)=[O:29])[CH:24]=[N:25]4)=[CH:20][CH:19]=3)=[O:16])=[CH:13][CH:12]=[CH:11][N:10]=2)=[CH:5][CH:4]=1.[C:33]1([C@H:39]([NH2:46])[C:40]2[CH:45]=[CH:44][CH:43]=[CH:42][N:41]=2)[CH:38]=[CH:37][CH:36]=[CH:35][CH:34]=1.Cl.CN(C)CCCN=C=NCC.ON1C2C=CC=CC=2N=N1.C(N(CC)CC)C, predict the reaction product. The product is: [C:33]1([C@H:39]([NH:46][C:28]([C:23]2[CH:24]=[N:25][C:26]3[C:21]([CH:22]=2)=[CH:20][CH:19]=[C:18]([NH:17][C:15]([C:14]2[C:9]([C:6]4[CH:5]=[CH:4][C:3]([C:2]([F:32])([F:1])[F:31])=[CH:8][CH:7]=4)=[N:10][CH:11]=[CH:12][CH:13]=2)=[O:16])[CH:27]=3)=[O:29])[C:40]2[CH:45]=[CH:44][CH:43]=[CH:42][N:41]=2)[CH:34]=[CH:35][CH:36]=[CH:37][CH:38]=1.